This data is from Forward reaction prediction with 1.9M reactions from USPTO patents (1976-2016). The task is: Predict the product of the given reaction. Given the reactants [CH2:1]([O:8][C:9]([N:11]1[CH2:16][CH2:15][CH:14]([NH:17][C:18](=[O:24])[CH2:19][CH2:20][CH2:21][CH2:22]Cl)[CH2:13][CH2:12]1)=[O:10])[C:2]1[CH:7]=[CH:6][CH:5]=[CH:4][CH:3]=1.[H-].[Na+], predict the reaction product. The product is: [CH2:1]([O:8][C:9]([N:11]1[CH2:16][CH2:15][CH:14]([N:17]2[CH2:22][CH2:21][CH2:20][CH2:19][C:18]2=[O:24])[CH2:13][CH2:12]1)=[O:10])[C:2]1[CH:7]=[CH:6][CH:5]=[CH:4][CH:3]=1.